This data is from Catalyst prediction with 721,799 reactions and 888 catalyst types from USPTO. The task is: Predict which catalyst facilitates the given reaction. (1) Reactant: Br[C:2]1[CH:3]=[C:4]([O:11][CH3:12])[C:5]([N+:8]([O-:10])=[O:9])=[N:6][CH:7]=1.[CH3:13][S-:14].[Na+].O.CCOC(C)=O. Product: [CH3:12][O:11][C:4]1[C:5]([N+:8]([O-:10])=[O:9])=[N:6][CH:7]=[C:2]([S:14][CH3:13])[CH:3]=1. The catalyst class is: 3. (2) Reactant: [Cl:1][C:2]1[CH:7]=[CH:6][CH:5]=[CH:4][C:3]=1[C:8]1[CH:19]=[C:18]2[C:14]([CH:15]=[C:16]([CH:21]=[O:22])[N:17]2[CH3:20])=[C:13]2[C:9]=1[C:10](=[O:24])[NH:11][C:12]2=[O:23].[Br:25]N1C(=O)CCC1=O. Product: [Br:25][C:15]1[C:14]2[C:18](=[CH:19][C:8]([C:3]3[CH:4]=[CH:5][CH:6]=[CH:7][C:2]=3[Cl:1])=[C:9]3[C:13]=2[C:12](=[O:23])[NH:11][C:10]3=[O:24])[N:17]([CH3:20])[C:16]=1[CH:21]=[O:22]. The catalyst class is: 1. (3) Product: [Cl-:1].[CH3:3][C:4]1[CH:9]=[C:8]([CH3:10])[CH:7]=[C:6]([CH3:11])[C:5]=1[NH+:12]1[CH2:26][CH2:25][N:15]([C:16]2[C:21]([CH3:22])=[CH:20][C:19]([CH3:23])=[CH:18][C:17]=2[CH3:24])[CH2:13]1. Reactant: [ClH:1].Cl.[CH3:3][C:4]1[CH:9]=[C:8]([CH3:10])[CH:7]=[C:6]([CH3:11])[C:5]=1[NH:12][CH:13]([NH:15][C:16]1[C:21]([CH3:22])=[CH:20][C:19]([CH3:23])=[CH:18][C:17]=1[CH3:24])C.[CH2:25](OC(OCC)OCC)[CH3:26].C(O)(=O)C. The catalyst class is: 6. (4) The catalyst class is: 1. Reactant: CON(C)[C:4]([C@H:6]1[CH2:10][CH2:9][N:8]([C:11]([O:13][C:14]([CH3:17])([CH3:16])[CH3:15])=[O:12])[CH2:7]1)=[O:5].[CH3:19][Mg]Br. Product: [C:4]([C@H:6]1[CH2:10][CH2:9][N:8]([C:11]([O:13][C:14]([CH3:15])([CH3:16])[CH3:17])=[O:12])[CH2:7]1)(=[O:5])[CH3:19]. (5) Reactant: [Br:1][C:2]1[CH:3]=[C:4]2[C:23](=[CH:24][CH:25]=1)[C:7]1=[CH:8][C:9]3[C:10](=O)[C:11]4[CH:12]=[C:13]([Br:21])[CH:14]=[CH:15][C:16]=4[C:17](=O)[C:18]=3[CH:19]=[C:6]1[C:5]2([CH3:27])[CH3:26].I.O.II. Product: [Br:1][C:2]1[CH:3]=[C:4]2[C:23](=[CH:24][CH:25]=1)[C:7]1=[CH:8][C:9]3[CH:10]=[C:11]4[C:16](=[CH:17][C:18]=3[CH:19]=[C:6]1[C:5]2([CH3:27])[CH3:26])[CH:15]=[CH:14][C:13]([Br:21])=[CH:12]4. The catalyst class is: 15. (6) Reactant: [N:1]1([CH2:6][CH2:7][O:8][C:9]2[CH:14]=[CH:13][C:12]([NH:15][CH:16]([C:18]3[CH:23]=[CH:22][C:21]([O:24][CH:25]4[CH2:30][CH2:29][CH2:28][CH2:27][O:26]4)=[CH:20][CH:19]=3)[CH3:17])=[CH:11][CH:10]=2)[CH2:5][CH2:4][CH2:3][CH2:2]1.C(N(CC)CC)C.[C:38]1([CH3:50])[CH:43]=[C:42]([CH3:44])[CH:41]=[C:40]([CH3:45])[C:39]=1[S:46](Cl)(=[O:48])=[O:47].[N-]=C=O.C(O)C(N)(CO)CO. Product: [CH3:50][C:38]1[CH:43]=[C:42]([CH3:44])[CH:41]=[C:40]([CH3:45])[C:39]=1[S:46]([N:15]([C:12]1[CH:11]=[CH:10][C:9]([O:8][CH2:7][CH2:6][N:1]2[CH2:2][CH2:3][CH2:4][CH2:5]2)=[CH:14][CH:13]=1)[CH:16]([C:18]1[CH:19]=[CH:20][C:21]([O:24][CH:25]2[CH2:30][CH2:29][CH2:28][CH2:27][O:26]2)=[CH:22][CH:23]=1)[CH3:17])(=[O:47])=[O:48]. The catalyst class is: 2. (7) Reactant: C[O:2][C:3]1[CH:4]=[CH:5][CH:6]=[C:7]2[C:12]=1[N:11]=[C:10]([NH:13][C@H:14]1[CH2:19][CH2:18][C@H:17]([OH:20])[CH2:16][CH2:15]1)[N:9]=[CH:8]2.C([S-])C.[Na+]. Product: [OH:20][C@H:17]1[CH2:16][CH2:15][C@H:14]([NH:13][C:10]2[N:9]=[CH:8][C:7]3[C:12](=[C:3]([OH:2])[CH:4]=[CH:5][CH:6]=3)[N:11]=2)[CH2:19][CH2:18]1. The catalyst class is: 3. (8) Reactant: CC1(C)[O:9][C:8](=[O:10])[C:5]2([CH2:7][CH2:6]2)[C:4](=[O:11])O1.[CH2:13]([C:15]1[CH:16]=[C:17]([CH:19]=[CH:20][CH:21]=1)[NH2:18])[CH3:14]. Product: [CH2:13]([C:15]1[CH:16]=[C:17]([N:18]2[CH2:6][CH2:7][CH:5]([C:8]([OH:9])=[O:10])[C:4]2=[O:11])[CH:19]=[CH:20][CH:21]=1)[CH3:14]. The catalyst class is: 8.